This data is from Reaction yield outcomes from USPTO patents with 853,638 reactions. The task is: Predict the reaction yield, written as a fraction of the theoretical maximum amount of product (1.0 means a 100% yield; for example, 0.34 means a 34% yield). (1) The reactants are [NH2:1][C:2]1[C:3]([N+:17]([O-:19])=[O:18])=[C:4]([CH:8]=[C:9]([N:11]2[CH2:16][CH2:15][O:14][CH2:13][CH2:12]2)[N:10]=1)[C:5]([OH:7])=[O:6].[CH3:20]N(C(ON1N=NC2C=CC=NC1=2)=[N+](C)C)C.F[P-](F)(F)(F)(F)F.CO.CCN(CC)CC. The catalyst is C1COCC1. The product is [NH2:1][C:2]1[C:3]([N+:17]([O-:19])=[O:18])=[C:4]([CH:8]=[C:9]([N:11]2[CH2:16][CH2:15][O:14][CH2:13][CH2:12]2)[N:10]=1)[C:5]([O:7][CH3:20])=[O:6]. The yield is 0.370. (2) The reactants are [NH:1]1[CH2:6][CH2:5][NH:4][CH2:3][CH2:2]1.C(N(CC)CC)C.[CH3:14][CH:15]([S:17](Cl)(=[O:19])=[O:18])[CH3:16]. The catalyst is ClCCl. The product is [CH3:14][CH:15]([S:17]([N:1]1[CH2:6][CH2:5][NH:4][CH2:3][CH2:2]1)(=[O:19])=[O:18])[CH3:16]. The yield is 0.840. (3) The reactants are Br[C:2]1[CH:3]=[C:4]2[C:8](=[CH:9][CH:10]=1)[C@H:7]([N:11]1[CH2:14][C:13]3([CH2:19][CH2:18][N:17]([C:20]([O:22][C:23]([CH3:26])([CH3:25])[CH3:24])=[O:21])[CH2:16][CH2:15]3)[CH2:12]1)[CH2:6][CH2:5]2.C([O-])(=O)C.[K+].B1(B2OC(C)(C)C(C)(C)O2)OC(C)(C)C(C)(C)O1.[OH-].[Na+].Cl[C:53]1[CH:58]=[C:57]([CH3:59])[N:56]=[CH:55][N:54]=1.Cl. The catalyst is Cl[Pd](Cl)([P](C1C=CC=CC=1)(C1C=CC=CC=1)C1C=CC=CC=1)[P](C1C=CC=CC=1)(C1C=CC=CC=1)C1C=CC=CC=1.O. The product is [C:23]([O:22][C:20]([N:17]1[CH2:16][CH2:15][C:13]2([CH2:12][N:11]([C@H:7]3[C:8]4[C:4](=[CH:3][C:2]([C:53]5[CH:58]=[C:57]([CH3:59])[N:56]=[CH:55][N:54]=5)=[CH:10][CH:9]=4)[CH2:5][CH2:6]3)[CH2:14]2)[CH2:19][CH2:18]1)=[O:21])([CH3:25])([CH3:24])[CH3:26]. The yield is 0.860. (4) The reactants are C(=O)([O-])[O-].[K+].[K+].[CH2:7]([O:14][C:15]([NH:17][CH2:18][CH2:19][CH2:20][CH2:21][C:22]1[CH:27]=[CH:26][C:25]([OH:28])=[CH:24][CH:23]=1)=[O:16])[C:8]1[CH:13]=[CH:12][CH:11]=[CH:10][CH:9]=1.[CH3:29][O:30][C:31](=[O:44])[CH:32]([NH:36][C:37]([O:39][C:40]([CH3:43])([CH3:42])[CH3:41])=[O:38])[CH2:33][CH2:34]Br. The catalyst is CN(C=O)C.C(OCC)(=O)C. The product is [CH3:29][O:30][C:31](=[O:44])[CH:32]([NH:36][C:37]([O:39][C:40]([CH3:43])([CH3:42])[CH3:41])=[O:38])[CH2:33][CH2:34][O:28][C:25]1[CH:26]=[CH:27][C:22]([CH2:21][CH2:20][CH2:19][CH2:18][NH:17][C:15]([O:14][CH2:7][C:8]2[CH:9]=[CH:10][CH:11]=[CH:12][CH:13]=2)=[O:16])=[CH:23][CH:24]=1. The yield is 0.830. (5) The reactants are [I:1][C:2]1[CH:7]=[CH:6][CH:5]=[C:4](/[CH:8]=[CH:9]/[C:10]2[CH:15]=[CH:14][C:13]([O:16]C)=[CH:12][CH:11]=2)[CH:3]=1.B(Br)(Br)Br.O. The catalyst is C(Cl)Cl. The product is [I:1][C:2]1[CH:3]=[C:4]([CH:5]=[CH:6][CH:7]=1)/[CH:8]=[CH:9]/[C:10]1[CH:15]=[CH:14][C:13]([OH:16])=[CH:12][CH:11]=1. The yield is 0.920.